Dataset: Reaction yield outcomes from USPTO patents with 853,638 reactions. Task: Predict the reaction yield, written as a fraction of the theoretical maximum amount of product (1.0 means a 100% yield; for example, 0.34 means a 34% yield). (1) The reactants are [O:1]=[C:2]([CH2:8][C:9](=[O:11])[CH3:10])[C:3]([O:5][CH2:6][CH3:7])=[O:4].C(OCC)(OCC)O[CH2:14][CH3:15].[Cl-].[NH4+]. The catalyst is C(O)C. The product is [CH2:14]([O:11][C:9]([CH3:10])=[CH:8][C:2](=[O:1])[C:3]([O:5][CH2:6][CH3:7])=[O:4])[CH3:15]. The yield is 0.790. (2) The reactants are ClC1N=C(NNCC#C)N=C(NNCCC)N=1.Cl.[CH3:19][NH:20][O:21][CH2:22][CH2:23][CH2:24][C:25]([F:31])([F:30])[C:26]([F:29])([F:28])[F:27].C(ON(C)[C:36]1[N:41]=[C:40]([NH:42][CH2:43][CH2:44][CH3:45])[N:39]=[C:38]([NH:46][CH2:47][C:48]#[CH:49])[N:37]=1)C. No catalyst specified. The product is [CH3:19][N:20]([C:36]1[N:37]=[C:38]([NH:46][CH2:47][CH2:48][CH3:49])[N:39]=[C:40]([NH:42][CH2:43][C:44]#[CH:45])[N:41]=1)[O:21][CH2:22][CH2:23][CH2:24][C:25]([F:30])([F:31])[C:26]([F:27])([F:29])[F:28]. The yield is 0.400. (3) The reactants are Br[CH2:2][C:3]([OH:5])=O.[ClH:6].[F:7][C:8]([F:19])([F:18])[C:9]1[N:13]2[CH2:14][CH2:15][NH:16][CH2:17][C:12]2=[N:11][N:10]=1.Cl.CN(C)CCCN=C=NCC.C(N(CC)C(C)C)(C)C. The catalyst is ClCCl. The product is [Cl:6][CH2:2][C:3]([N:16]1[CH2:15][CH2:14][N:13]2[C:9]([C:8]([F:18])([F:7])[F:19])=[N:10][N:11]=[C:12]2[CH2:17]1)=[O:5]. The yield is 0.330. (4) The reactants are C(O[C:4](=[O:16])[CH:5]([N:11]=[CH:12][N:13](C)C)[C:6]([O:8][CH2:9][CH3:10])=[O:7])C.[NH2:17]N. The catalyst is C(O)C. The product is [CH2:9]([O:8][C:6]([CH:5]1[C:4](=[O:16])[NH:17][N:13]=[CH:12][NH:11]1)=[O:7])[CH3:10]. The yield is 0.450.